Task: Predict which catalyst facilitates the given reaction.. Dataset: Catalyst prediction with 721,799 reactions and 888 catalyst types from USPTO (1) Reactant: [Cl:1][C:2]1[C:3]([O:24][C:25]2[CH:30]=[CH:29][N:28]=[C:27](Cl)[CH:26]=2)=[CH:4][C:5]([F:23])=[C:6]([NH:8][C:9]([N:11]2[CH2:15][CH2:14][N:13]([CH:16]3[CH2:21][CH2:20][O:19][CH2:18][CH2:17]3)[C:12]2=[O:22])=[O:10])[CH:7]=1.CC1(C)C(C)(C)OB([C:40]2[CH:41]=[N:42][NH:43][CH:44]=2)O1.C([O-])([O-])=O.[K+].[K+]. Product: [NH:42]1[CH:41]=[C:40]([C:27]2[CH:26]=[C:25]([O:24][C:3]3[C:2]([Cl:1])=[CH:7][C:6]([NH:8][C:9]([N:11]4[CH2:15][CH2:14][N:13]([CH:16]5[CH2:21][CH2:20][O:19][CH2:18][CH2:17]5)[C:12]4=[O:22])=[O:10])=[C:5]([F:23])[CH:4]=3)[CH:30]=[CH:29][N:28]=2)[CH:44]=[N:43]1. The catalyst class is: 70. (2) Reactant: [NH2:1][C:2]1[CH:3]=[C:4]([C@H:19]2[CH2:21][C@H:20]2[C:22]([OH:24])=[O:23])[CH:5]=[CH:6][C:7]=1[N:8]([CH:13]1[CH2:18][CH2:17][CH2:16][CH2:15][CH2:14]1)[CH2:9][CH:10]([CH3:12])[CH3:11].[N:25]([C:28]1[CH:29]=[N:30][C:31]([C:34]#[N:35])=[N:32][CH:33]=1)=[C:26]=[O:27]. Product: [C:34]([C:31]1[N:32]=[CH:33][C:28]([NH:25][C:26](=[O:27])[NH:1][C:2]2[CH:3]=[C:4]([C@H:19]3[CH2:21][C@H:20]3[C:22]([OH:24])=[O:23])[CH:5]=[CH:6][C:7]=2[N:8]([CH:13]2[CH2:18][CH2:17][CH2:16][CH2:15][CH2:14]2)[CH2:9][CH:10]([CH3:12])[CH3:11])=[CH:29][N:30]=1)#[N:35]. The catalyst class is: 168. (3) Reactant: [C:1]([S:20][C:21]1[CH:26]=[CH:25][CH:24]=[CH:23][C:22]=1[CH2:27][NH2:28])([C:14]1[CH:19]=[CH:18][CH:17]=[CH:16][CH:15]=1)([C:8]1[CH:13]=[CH:12][CH:11]=[CH:10][CH:9]=1)[C:2]1[CH:7]=[CH:6][CH:5]=[CH:4][CH:3]=1.[F:29][C:30]1[CH:31]=[C:32]([CH:36]=[C:37]([N:39]2[CH2:44][CH2:43][O:42][CH2:41][CH2:40]2)[CH:38]=1)[C:33](O)=[O:34].CCN(C(C)C)C(C)C.CN(C(ON1N=NC2C=CC=NC1=2)=[N+](C)C)C.F[P-](F)(F)(F)(F)F. Product: [F:29][C:30]1[CH:31]=[C:32]([CH:36]=[C:37]([N:39]2[CH2:44][CH2:43][O:42][CH2:41][CH2:40]2)[CH:38]=1)[C:33]([NH:28][CH2:27][C:22]1[CH:23]=[CH:24][CH:25]=[CH:26][C:21]=1[S:20][C:1]([C:8]1[CH:13]=[CH:12][CH:11]=[CH:10][CH:9]=1)([C:2]1[CH:3]=[CH:4][CH:5]=[CH:6][CH:7]=1)[C:14]1[CH:15]=[CH:16][CH:17]=[CH:18][CH:19]=1)=[O:34]. The catalyst class is: 3. (4) Reactant: [CH:1]1(P(C2CCCCC2)C2C=CC=CC=2C2C(OC)=CC=CC=2OC)CCCCC1.O.P([O-])([O-])([O-])=O.[K+].[K+].[K+].CB(O)O.Cl[C:44]1[CH:52]=[C:51]2[C:47]([C:48]([CH:53]=[O:54])=[CH:49][NH:50]2)=[CH:46][C:45]=1[C:55]1[CH:60]=[CH:59][C:58]([C:61]2([OH:65])[CH2:64][CH2:63][CH2:62]2)=[CH:57][CH:56]=1.[Cl-].[NH4+]. Product: [OH:65][C:61]1([C:58]2[CH:57]=[CH:56][C:55]([C:45]3[CH:46]=[C:47]4[C:51](=[CH:52][C:44]=3[CH3:1])[NH:50][CH:49]=[C:48]4[CH:53]=[O:54])=[CH:60][CH:59]=2)[CH2:64][CH2:63][CH2:62]1. The catalyst class is: 160. (5) Reactant: Br[C:2]1[CH:3]=[CH:4][CH:5]=[C:6]2[C:10]=1[N:9]([CH2:11][CH:12](O[Si](C(C)(C)C)(C)C)[C:13]1[CH:18]=[CH:17][CH:16]=[CH:15][CH:14]=1)[CH:8]=[CH:7]2.C1COCC1.CCCCCC.C([Li])CCC.[C:43](=[O:45])=[O:44]. Product: [C:13]1(/[CH:12]=[CH:11]/[N:9]2[C:10]3[C:6](=[CH:5][CH:4]=[CH:3][C:2]=3[C:43]([OH:45])=[O:44])[CH:7]=[CH:8]2)[CH:14]=[CH:15][CH:16]=[CH:17][CH:18]=1. The catalyst class is: 27.